Dataset: NCI-60 drug combinations with 297,098 pairs across 59 cell lines. Task: Regression. Given two drug SMILES strings and cell line genomic features, predict the synergy score measuring deviation from expected non-interaction effect. (1) Drug 1: C1=CC(=CC=C1CCC2=CNC3=C2C(=O)NC(=N3)N)C(=O)NC(CCC(=O)O)C(=O)O. Drug 2: C1=NC2=C(N1)C(=S)N=C(N2)N. Cell line: CAKI-1. Synergy scores: CSS=47.7, Synergy_ZIP=-4.48, Synergy_Bliss=-4.87, Synergy_Loewe=-2.27, Synergy_HSA=-0.534. (2) Drug 1: CC1C(C(CC(O1)OC2CC(OC(C2O)C)OC3=CC4=CC5=C(C(=O)C(C(C5)C(C(=O)C(C(C)O)O)OC)OC6CC(C(C(O6)C)O)OC7CC(C(C(O7)C)O)OC8CC(C(C(O8)C)O)(C)O)C(=C4C(=C3C)O)O)O)O. Drug 2: CC1=C(C(=O)C2=C(C1=O)N3CC4C(C3(C2COC(=O)N)OC)N4)N. Cell line: MOLT-4. Synergy scores: CSS=63.8, Synergy_ZIP=1.03, Synergy_Bliss=1.74, Synergy_Loewe=-3.06, Synergy_HSA=1.73. (3) Drug 1: CCC1(CC2CC(C3=C(CCN(C2)C1)C4=CC=CC=C4N3)(C5=C(C=C6C(=C5)C78CCN9C7C(C=CC9)(C(C(C8N6C)(C(=O)OC)O)OC(=O)C)CC)OC)C(=O)OC)O. Drug 2: CS(=O)(=O)CCNCC1=CC=C(O1)C2=CC3=C(C=C2)N=CN=C3NC4=CC(=C(C=C4)OCC5=CC(=CC=C5)F)Cl. Cell line: T-47D. Synergy scores: CSS=37.4, Synergy_ZIP=-7.39, Synergy_Bliss=-8.73, Synergy_Loewe=-1.25, Synergy_HSA=-0.387. (4) Drug 1: CC1C(C(CC(O1)OC2CC(CC3=C2C(=C4C(=C3O)C(=O)C5=C(C4=O)C(=CC=C5)OC)O)(C(=O)CO)O)N)O.Cl. Drug 2: CC1=C(C(=O)C2=C(C1=O)N3CC4C(C3(C2COC(=O)N)OC)N4)N. Cell line: CAKI-1. Synergy scores: CSS=37.7, Synergy_ZIP=-9.91, Synergy_Bliss=-3.01, Synergy_Loewe=-11.3, Synergy_HSA=-1.91.